Dataset: Catalyst prediction with 721,799 reactions and 888 catalyst types from USPTO. Task: Predict which catalyst facilitates the given reaction. (1) Reactant: [CH2:1]=[O:2].[NH2:3][CH2:4][CH2:5][CH2:6][Si:7]([O:14][CH2:15][CH3:16])([O:11][CH2:12][CH3:13])[O:8][CH2:9][CH3:10].CO[C:19]1[CH:24]=C[C:22]([OH:25])=[CH:21][CH:20]=1. Product: [CH2:9]([O:8][SiH:7]([O:14][CH2:15][CH3:16])[O:11][CH2:12][CH3:13])[CH3:10].[CH3:1][O:2][C:5]1[C:6]2[CH:24]=[CH:19][CH:20]=[CH:21][C:22]=2[O:25][NH:3][CH:4]=1. The catalyst class is: 8. (2) Reactant: [Si]([O:8][C:9]1[CH:10]=[CH:11][C:12]2[C:16]([O:17][C:18]3[CH:23]=[CH:22][C:21](/[CH:24]=[CH:25]/[C:26]([O:28][CH:29]([CH3:31])[CH3:30])=[O:27])=[CH:20][CH:19]=3)=[C:15]([C:32]3[CH:37]=[CH:36][CH:35]=[CH:34][C:33]=3[CH:38]([CH3:40])[CH3:39])[S:14][C:13]=2[CH:41]=1)(C(C)(C)C)(C)C.[F-].C([N+](CCCC)(CCCC)CCCC)CCC. Product: [OH:8][C:9]1[CH:10]=[CH:11][C:12]2[C:16]([O:17][C:18]3[CH:19]=[CH:20][C:21](/[CH:24]=[CH:25]/[C:26]([O:28][CH:29]([CH3:31])[CH3:30])=[O:27])=[CH:22][CH:23]=3)=[C:15]([C:32]3[CH:37]=[CH:36][CH:35]=[CH:34][C:33]=3[CH:38]([CH3:40])[CH3:39])[S:14][C:13]=2[CH:41]=1. The catalyst class is: 1. (3) Reactant: [CH3:1][O:2][C:3](=[O:17])[NH:4][C:5]1[S:6][C:7]2[C:13](I)=[CH:12][CH:11]=[C:10]([O:15][CH3:16])[C:8]=2[N:9]=1.[C:18]([O:22][C:23]([N:25]1[CH2:30][CH:29]=[C:28]([Sn](CCCC)(CCCC)CCCC)[CH2:27][CH2:26]1)=[O:24])([CH3:21])([CH3:20])[CH3:19]. Product: [C:18]([O:22][C:23]([N:25]1[CH2:26][CH:27]=[C:28]([C:13]2[C:7]3[S:6][C:5]([NH:4][C:3]([O:2][CH3:1])=[O:17])=[N:9][C:8]=3[C:10]([O:15][CH3:16])=[CH:11][CH:12]=2)[CH2:29][CH2:30]1)=[O:24])([CH3:21])([CH3:19])[CH3:20]. The catalyst class is: 538. (4) Product: [C:1]([C:3]1[CH:4]=[CH:5][C:6]([C:9]2[N:13]3[CH:14]=[C:15]([C:18]4[CH:26]=[CH:25][C:21]([C:22]([NH:58][CH2:59][C:60]([N:62]5[CH2:67][CH2:66][O:65][CH2:64][CH2:63]5)=[O:61])=[O:24])=[CH:20][CH:19]=4)[CH:16]=[CH:17][C:12]3=[N:11][CH:10]=2)=[CH:7][CH:8]=1)#[N:2]. The catalyst class is: 18. Reactant: [C:1]([C:3]1[CH:8]=[CH:7][C:6]([C:9]2[N:13]3[CH:14]=[C:15]([C:18]4[CH:26]=[CH:25][C:21]([C:22]([OH:24])=O)=[CH:20][CH:19]=4)[CH:16]=[CH:17][C:12]3=[N:11][CH:10]=2)=[CH:5][CH:4]=1)#[N:2].CN(C(ON1N=NC2C=CC=NC1=2)=[N+](C)C)C.F[P-](F)(F)(F)(F)F.CN1CCOCC1.[NH2:58][CH2:59][C:60]([N:62]1[CH2:67][CH2:66][O:65][CH2:64][CH2:63]1)=[O:61]. (5) Reactant: C[O:2][C:3]([C:5]1[CH:6]=[CH:7][C:8]2[N:9]([CH:11]=[CH:12][N:13]=2)[N:10]=1)=[O:4].[OH-].[Na+].Cl. Product: [N:13]1[CH:12]=[CH:11][N:9]2[C:8]=1[CH:7]=[CH:6][C:5]([C:3]([OH:4])=[O:2])=[N:10]2. The catalyst class is: 1. (6) Reactant: C([Li])CCC.[CH3:6][C:7]([CH3:10])([O-:9])[CH3:8].[K+:11].[CH3:12][N:13]([CH3:19])[CH2:14][CH2:15][N:16]([CH3:18])[CH3:17]. Product: [CH3:6][C:7]([CH3:10])([O-:9])[CH3:8].[K+:11].[CH3:12][N:13]([CH3:19])[CH2:14][CH2:15][N:16]([CH3:18])[CH3:17]. The catalyst class is: 93. (7) Reactant: [N:1]([CH2:4][C:5]1[CH:9]=[C:8]([C:10]([CH3:13])([CH3:12])[CH3:11])[N:7]([C:14]2[CH:19]=[CH:18][C:17]([S:20]([CH3:23])(=[O:22])=[O:21])=[CH:16][CH:15]=2)[N:6]=1)=[N+]=[N-]. Product: [C:10]([C:8]1[N:7]([C:14]2[CH:19]=[CH:18][C:17]([S:20]([CH3:23])(=[O:21])=[O:22])=[CH:16][CH:15]=2)[N:6]=[C:5]([CH2:4][NH2:1])[CH:9]=1)([CH3:13])([CH3:11])[CH3:12]. The catalyst class is: 99.